This data is from Peptide-MHC class II binding affinity with 134,281 pairs from IEDB. The task is: Regression. Given a peptide amino acid sequence and an MHC pseudo amino acid sequence, predict their binding affinity value. This is MHC class II binding data. (1) The peptide sequence is ELFVAAYVPYVAWLV. The MHC is DRB1_1602 with pseudo-sequence DRB1_1602. The binding affinity (normalized) is 0.687. (2) The peptide sequence is INISGYNLSLSAAVK. The MHC is DRB1_0405 with pseudo-sequence DRB1_0405. The binding affinity (normalized) is 0.742. (3) The peptide sequence is QKLIEDVNASFRAAM. The MHC is DRB5_0101 with pseudo-sequence DRB5_0101. The binding affinity (normalized) is 0.567.